Dataset: Reaction yield outcomes from USPTO patents with 853,638 reactions. Task: Predict the reaction yield, written as a fraction of the theoretical maximum amount of product (1.0 means a 100% yield; for example, 0.34 means a 34% yield). (1) The reactants are [CH3:1][O:2][C:3]1[CH:12]=[C:11]([O:13][CH3:14])[CH:10]=[C:9]2[C:4]=1[C:5](=[O:28])[N:6]=[C:7]([C:16]1[CH:21]=[C:20]([CH3:22])[C:19]([O:23]C(=O)C)=[C:18]([CH3:27])[CH:17]=1)[N:8]2[CH3:15].[OH-].[Na+]. The catalyst is C(O)C. The product is [OH:23][C:19]1[C:20]([CH3:22])=[CH:21][C:16]([C:7]2[N:8]([CH3:15])[C:9]3[C:4]([C:5](=[O:28])[N:6]=2)=[C:3]([O:2][CH3:1])[CH:12]=[C:11]([O:13][CH3:14])[CH:10]=3)=[CH:17][C:18]=1[CH3:27]. The yield is 0.430. (2) The product is [CH2:1]([C:9]1[CH:10]=[CH:11][C:12]([N:15]2[CH2:19][CH2:18][C:17](=[O:20])[CH2:16]2)=[CH:13][CH:14]=1)[CH2:2][CH2:3][CH2:4][CH2:5][CH2:6][CH2:7][CH3:8]. The catalyst is CS(C)=O.C1(C)C=CC=CC=1. The reactants are [CH2:1]([C:9]1[CH:14]=[CH:13][C:12]([N:15]2[CH2:19][CH2:18][CH:17]([OH:20])[CH2:16]2)=[CH:11][CH:10]=1)[CH2:2][CH2:3][CH2:4][CH2:5][CH2:6][CH2:7][CH3:8].N1C=CC=CC=1.C1CCC(N=C=NC2CCCCC2)CC1.C(O)(C(F)(F)F)=O. The yield is 0.840.